From a dataset of Full USPTO retrosynthesis dataset with 1.9M reactions from patents (1976-2016). Predict the reactants needed to synthesize the given product. (1) Given the product [CH3:52][CH:51]([CH3:53])[CH2:50][CH2:49][CH2:48][CH2:47][O:46][CH2:43][CH2:44][CH2:45][CH:8]=[O:9].[CH3:45][CH:44]([CH2:43][O:46][CH2:47][CH2:48][CH2:49][CH2:50][CH:51]([CH3:53])[CH3:52])[CH:8]=[O:9], predict the reactants needed to synthesize it. The reactants are: CC1(C)C2C=CC=C(P(C3C=CC=CC=3)C3C=CC=CC=3)C=2[O:9][C:8]2C1=CC=CC=2P(C1C=CC=CC=1)C1C=CC=CC=1.[CH2:43]([O:46][CH2:47][CH2:48][CH2:49][CH2:50][CH:51]([CH3:53])[CH3:52])[CH:44]=[CH2:45]. (2) Given the product [NH2:5][C@H:6]([B:13]([OH:15])[OH:14])[CH2:7][C:8]1[CH:12]=[CH:11][S:10][CH:9]=1, predict the reactants needed to synthesize it. The reactants are: C[Si]([N:5]([Si](C)(C)C)[C@H:6]([B:13]([OH:15])[OH:14])[CH2:7][C:8]1[CH:12]=[CH:11][S:10][CH:9]=1)(C)C.FC(F)(F)C(O)=O. (3) Given the product [NH2:1][C:2]1[CH:7]=[CH:6][C:5]([S:8]([NH:11][C:12]2[CH:13]=[CH:14][C:15]3[CH2:19][O:18][B:17]([OH:20])[C:16]=3[CH:21]=2)(=[O:9])=[O:10])=[C:4]([CH2:22][NH:23][S:34]([CH:31]2[CH2:33][CH2:32]2)(=[O:36])=[O:35])[CH:3]=1, predict the reactants needed to synthesize it. The reactants are: [NH2:1][C:2]1[CH:7]=[CH:6][C:5]([S:8]([NH:11][C:12]2[CH:13]=[CH:14][C:15]3[CH2:19][O:18][B:17]([OH:20])[C:16]=3[CH:21]=2)(=[O:10])=[O:9])=[C:4]([CH2:22][NH2:23])[CH:3]=1.C(N(CC)CC)C.[CH:31]1([S:34](Cl)(=[O:36])=[O:35])[CH2:33][CH2:32]1. (4) Given the product [CH2:6]([N:10]1[C:14]([C@@H:15]([NH:16][N:17]2[CH2:21][CH2:20][CH2:19][C@@H:18]2[CH2:22][O:23][CH3:24])[CH2:2][CH2:3][CH2:4][CH3:5])=[CH:13][N:12]=[C:11]1[C:25]1[CH:26]=[CH:27][CH:28]=[CH:29][CH:30]=1)[CH2:7][CH2:8][CH3:9], predict the reactants needed to synthesize it. The reactants are: [Li][CH2:2][CH2:3][CH2:4][CH3:5].[CH2:6]([N:10]1[C:14]([CH:15]=[N:16][N:17]2[CH2:21][CH2:20][CH2:19][C@@H:18]2[CH2:22][O:23][CH3:24])=[CH:13][N:12]=[C:11]1[C:25]1[CH:30]=[CH:29][CH:28]=[CH:27][CH:26]=1)[CH2:7][CH2:8][CH3:9].